Dataset: Full USPTO retrosynthesis dataset with 1.9M reactions from patents (1976-2016). Task: Predict the reactants needed to synthesize the given product. Given the product [Cl:25][C:26]1[C:27]([O:33][CH:34]2[CH2:38][CH2:37][O:36][CH2:35]2)=[N:28][C:29]([NH:32][C:14]([N:11]2[C:12]3[C:7](=[CH:6][CH:5]=[C:4]([CH:3]([O:2][CH3:1])[O:23][CH3:24])[N:13]=3)[CH2:8][CH2:9][CH2:10]2)=[O:16])=[N:30][CH:31]=1, predict the reactants needed to synthesize it. The reactants are: [CH3:1][O:2][CH:3]([O:23][CH3:24])[C:4]1[N:13]=[C:12]2[C:7]([CH2:8][CH2:9][CH2:10][N:11]2[C:14]([O:16]C2C=CC=CC=2)=O)=[CH:6][CH:5]=1.[Cl:25][C:26]1[C:27]([O:33][CH:34]2[CH2:38][CH2:37][O:36][CH2:35]2)=[N:28][C:29]([NH2:32])=[N:30][CH:31]=1.[Li+].C[Si]([N-][Si](C)(C)C)(C)C.